From a dataset of Peptide-MHC class I binding affinity with 185,985 pairs from IEDB/IMGT. Regression. Given a peptide amino acid sequence and an MHC pseudo amino acid sequence, predict their binding affinity value. This is MHC class I binding data. The peptide sequence is VIENGILKK. The MHC is HLA-A11:01 with pseudo-sequence HLA-A11:01. The binding affinity (normalized) is 0.687.